The task is: Predict which catalyst facilitates the given reaction.. This data is from Catalyst prediction with 721,799 reactions and 888 catalyst types from USPTO. (1) Reactant: [C:1]1([C:3](=[CH:5][CH:6]=[CH:7][CH:8]=1)[OH:4])[OH:2].[O-]CC.[Mg+2:12].[O-]CC. Product: [C:1]1([C:3](=[CH:5][CH:6]=[CH:7][CH:8]=1)[O-:4])[O-:2].[Mg+2:12]. The catalyst class is: 11. (2) Reactant: [CH3:1][O:2][CH2:3][CH2:4][N:5]1[C:10](=[O:11])[C:9]([C:12]([O:14]CC)=[O:13])=[CH:8][N:7]=[C:6]1[C:17]1[CH:21]=[CH:20][S:19][CH:18]=1.[I-].[Li+]. Product: [CH3:1][O:2][CH2:3][CH2:4][N:5]1[C:10](=[O:11])[C:9]([C:12]([OH:14])=[O:13])=[CH:8][N:7]=[C:6]1[C:17]1[CH:21]=[CH:20][S:19][CH:18]=1. The catalyst class is: 13. (3) Reactant: [OH:1][C:2]1[CH:7]=[CH:6][C:5]([CH:8]([C:12]2[CH:17]=[CH:16][C:15]([OH:18])=[CH:14][CH:13]=2)[CH:9]([CH3:11])[CH3:10])=[CH:4][CH:3]=1.C([N:21]([CH2:24]C)CC)C.[N:26]#[C:27]Cl. Product: [O:1]([C:2]1[CH:3]=[CH:4][C:5]([CH:8]([C:12]2[CH:13]=[CH:14][C:15]([O:18][C:24]#[N:21])=[CH:16][CH:17]=2)[CH:9]([CH3:11])[CH3:10])=[CH:6][CH:7]=1)[C:27]#[N:26]. The catalyst class is: 595. (4) Reactant: Br[C:2]1[CH:3]=[C:4]([CH:11]=[CH:12][CH:13]=1)[O:5][CH2:6][CH2:7][N:8]([CH3:10])[CH3:9].[CH3:14][C:15]1([CH3:31])[C:19]([CH3:21])([CH3:20])[O:18][B:17]([B:17]2[O:18][C:19]([CH3:21])([CH3:20])[C:15]([CH3:31])([CH3:14])[O:16]2)[O:16]1.CC([O-])=O.[K+].C(Cl)Cl. Product: [CH3:9][N:8]([CH3:10])[CH2:7][CH2:6][O:5][C:4]1[CH:11]=[CH:12][CH:13]=[C:2]([B:17]2[O:18][C:19]([CH3:21])([CH3:20])[C:15]([CH3:31])([CH3:14])[O:16]2)[CH:3]=1. The catalyst class is: 75. (5) Reactant: [C:1]([C:3](=[C:9](SC)[S:10][CH3:11])[C:4]([O:6][CH2:7][CH3:8])=[O:5])#[N:2].[NH2:14][NH2:15]. Product: [NH2:2][C:1]1[NH:15][N:14]=[C:9]([S:10][CH3:11])[C:3]=1[C:4]([O:6][CH2:7][CH3:8])=[O:5]. The catalyst class is: 41. (6) Reactant: [CH3:1][O:2][CH2:3][CH2:4][O:5][C:6]1[C:7]([C:22]([F:25])([F:24])[F:23])=[CH:8][C:9](B2OC(C)(C)C(C)(C)O2)=[C:10]([CH:12]=1)[NH2:11].Cl[C:27]1[C:32]([CH3:33])=[C:31]([C:34]([F:37])([F:36])[F:35])[N:30]=[CH:29][N:28]=1.C(=O)([O-])[O-].[K+].[K+]. Product: [CH3:1][O:2][CH2:3][CH2:4][O:5][C:6]1[C:7]([C:22]([F:23])([F:24])[F:25])=[CH:8][C:9]([C:27]2[C:32]([CH3:33])=[C:31]([C:34]([F:36])([F:37])[F:35])[N:30]=[CH:29][N:28]=2)=[C:10]([CH:12]=1)[NH2:11]. The catalyst class is: 38.